This data is from Catalyst prediction with 721,799 reactions and 888 catalyst types from USPTO. The task is: Predict which catalyst facilitates the given reaction. (1) Reactant: [Br:1][C:2]1[N:7]([CH3:8])[C:6](=[O:9])[NH:5][C:4](=[O:10])[C:3]=1[CH3:11].[CH3:12][Si:13]([CH3:20])([CH3:19])[CH2:14][CH2:15][O:16][CH2:17]Cl.N12CCCN=C1CCCCC2. Product: [Br:1][C:2]1[N:7]([CH3:8])[C:6](=[O:9])[N:5]([CH2:17][O:16][CH2:15][CH2:14][Si:13]([CH3:20])([CH3:19])[CH3:12])[C:4](=[O:10])[C:3]=1[CH3:11]. The catalyst class is: 10. (2) Reactant: [CH2:1]([O:3][C:4](=[O:21])[C:5]([C:10]1[CH:15]=[CH:14][C:13]([NH2:16])=[C:12]([NH:17][CH3:18])[C:11]=1[C:19]#[N:20])([CH3:9])[C:6](=[O:8])[CH3:7])[CH3:2].[Br:22]Br. Product: [CH2:1]([O:3][C:4](=[O:21])[C:5]([C:10]1[CH:15]=[C:14]([Br:22])[C:13]([NH2:16])=[C:12]([NH:17][CH3:18])[C:11]=1[C:19]#[N:20])([CH3:9])[C:6](=[O:8])[CH3:7])[CH3:2]. The catalyst class is: 789. (3) The catalyst class is: 16. Product: [Br:26][C:27]1[CH:28]=[CH:29][C:30]([N:8]([CH2:7][C:6]2[CH:15]=[CH:16][C:3]([O:2][CH3:1])=[CH:4][CH:5]=2)[CH2:13][CH2:12][CH2:11][CH2:10][C:9]([OH:21])=[O:14])=[C:31]([CH:32]=[O:33])[CH:34]=1. Reactant: [CH3:1][O:2][C:3]1[CH:16]=[CH:15][C:6]([CH2:7][N:8]2[CH2:13][CH2:12][CH2:11][CH2:10][C:9]2=[O:14])=[CH:5][CH:4]=1.[OH-].[Na+].Cl.C(=O)([O-])[O-:21].[Na+].[Na+].[Br:26][C:27]1[CH:28]=[CH:29][C:30](F)=[C:31]([CH:34]=1)[CH:32]=[O:33]. (4) Reactant: [CH3:1][N:2]1[CH2:7][CH2:6][CH:5]([C:8]([N:16]2[CH2:21][CH2:20][NH:19][CH2:18][CH2:17]2)([C:10]2[CH:15]=[CH:14][CH:13]=[CH:12][CH:11]=2)[CH3:9])[CH2:4][CH2:3]1.[C:22]1([CH:28]([N:35]=[C:36]=[O:37])[C:29]2[CH:34]=[CH:33][CH:32]=[CH:31][CH:30]=2)[CH:27]=[CH:26][CH:25]=[CH:24][CH:23]=1. Product: [CH:28]([NH:35][C:36]([N:19]1[CH2:18][CH2:17][N:16]([C:8]([C:10]2[CH:15]=[CH:14][CH:13]=[CH:12][CH:11]=2)([CH:5]2[CH2:6][CH2:7][N:2]([CH3:1])[CH2:3][CH2:4]2)[CH3:9])[CH2:21][CH2:20]1)=[O:37])([C:29]1[CH:30]=[CH:31][CH:32]=[CH:33][CH:34]=1)[C:22]1[CH:27]=[CH:26][CH:25]=[CH:24][CH:23]=1. The catalyst class is: 2. (5) Reactant: [NH2:1][NH2:2].[C:3](/[N:5]=[C:6](\SC)/[NH:7][C:8]1[CH:13]=[CH:12][C:11]([C:14]#[N:15])=[C:10]([CH:16]2[CH2:18][CH2:17]2)[CH:9]=1)#[N:4]. Product: [NH2:4][C:3]1[NH:2][N:1]=[C:6]([NH:7][C:8]2[CH:13]=[CH:12][C:11]([C:14]#[N:15])=[C:10]([CH:16]3[CH2:18][CH2:17]3)[CH:9]=2)[N:5]=1. The catalyst class is: 8. (6) Reactant: [CH2:1]([NH2:4])[CH:2]=[CH2:3].[C:5](N1C=CN=C1)([N:7]1[CH:11]=[CH:10][N:9]=[CH:8]1)=[O:6]. Product: [N:7]1([C:5]([NH:4][CH2:1][CH:2]=[CH2:3])=[O:6])[CH:11]=[CH:10][N:9]=[CH:8]1. The catalyst class is: 4.